Dataset: Reaction yield outcomes from USPTO patents with 853,638 reactions. Task: Predict the reaction yield, written as a fraction of the theoretical maximum amount of product (1.0 means a 100% yield; for example, 0.34 means a 34% yield). The reactants are C1(P(C2C=CC=CC=2)C2C=CC=CC=2)C=CC=CC=1.[CH2:20]([N:22]([CH2:26][CH3:27])[CH2:23][CH2:24][OH:25])[CH3:21].O[C:29]1[CH:38]=[C:37]2[C:32]([C:33]([O:39][C:40]3[CH:41]=[C:42]4[C:46](=[CH:47][CH:48]=3)[NH:45][C:44]([CH3:49])=[CH:43]4)=[N:34][CH:35]=[N:36]2)=[CH:31][C:30]=1[O:50][CH3:51].N(C(OCC)=O)=NC(OCC)=O. The catalyst is C(Cl)Cl. The product is [CH2:20]([N:22]([CH2:23][CH2:24][O:25][C:29]1[CH:38]=[C:37]2[C:32]([C:33]([O:39][C:40]3[CH:41]=[C:42]4[C:46](=[CH:47][CH:48]=3)[NH:45][C:44]([CH3:49])=[CH:43]4)=[N:34][CH:35]=[N:36]2)=[CH:31][C:30]=1[O:50][CH3:51])[CH2:26][CH3:27])[CH3:21]. The yield is 0.700.